This data is from Forward reaction prediction with 1.9M reactions from USPTO patents (1976-2016). The task is: Predict the product of the given reaction. (1) Given the reactants Br[C:2]1[CH:11]=[C:10]2[C:5]([CH2:6][CH:7]([CH3:26])[N:8]([C:12]3[CH:17]=[C:16]([N:18]4[CH2:23][CH2:22][N:21]([CH3:24])[CH2:20][CH2:19]4)[N:15]=[C:14]([NH2:25])[N:13]=3)[CH2:9]2)=[CH:4][CH:3]=1.[CH3:27][NH:28][C:29]([C:31]1[CH:36]=[CH:35][C:34](B2OC(C)(C)C(C)(C)O2)=[CH:33][N:32]=1)=[O:30], predict the reaction product. The product is: [NH2:25][C:14]1[N:13]=[C:12]([N:8]2[CH:7]([CH3:26])[CH2:6][C:5]3[C:10](=[CH:11][C:2]([C:34]4[CH:35]=[CH:36][C:31]([C:29]([NH:28][CH3:27])=[O:30])=[N:32][CH:33]=4)=[CH:3][CH:4]=3)[CH2:9]2)[CH:17]=[C:16]([N:18]2[CH2:19][CH2:20][N:21]([CH3:24])[CH2:22][CH2:23]2)[N:15]=1. (2) Given the reactants [CH3:1][C:2]1[C:6]([C:7]2[CH:16]=[CH:15][C:14]3[NH:17][C:18](=[O:19])[N:12]4[C:13]=3[C:8]=2[CH2:9][CH2:10][CH:11]4[C:20]2[CH:25]=[CH:24][CH:23]=[CH:22][CH:21]=2)=[C:5]([CH3:26])[O:4][N:3]=1.[C:27](=O)([O-])[O-].[Cs+].[Cs+].CI, predict the reaction product. The product is: [CH3:1][C:2]1[C:6]([C:7]2[CH:16]=[CH:15][C:14]3[N:17]([CH3:27])[C:18](=[O:19])[N:12]4[C:13]=3[C:8]=2[CH2:9][CH2:10][CH:11]4[C:20]2[CH:25]=[CH:24][CH:23]=[CH:22][CH:21]=2)=[C:5]([CH3:26])[O:4][N:3]=1. (3) Given the reactants [Cl:1][C:2]1[CH:3]=[C:4]([S:8]([O-:10])=[O:9])[CH:5]=[CH:6][CH:7]=1.[Na+].Br[C:13]1[CH:21]=[C:20]([CH3:22])[C:19]2[N:18]([CH3:23])[C:17]3[CH2:24][CH:25]4[NH:29][CH:28]([C:16]=3[C:15]=2[C:14]=1[C:30]([O:32][C:33]([CH3:36])([CH3:35])[CH3:34])=[O:31])[CH2:27][CH2:26]4, predict the reaction product. The product is: [Cl:1][C:2]1[CH:3]=[C:4]([S:8]([C:13]2[CH:21]=[C:20]([CH3:22])[C:19]3[N:18]([CH3:23])[C:17]4[CH2:24][CH:25]5[NH:29][CH:28]([C:16]=4[C:15]=3[C:14]=2[C:30]([O:32][C:33]([CH3:36])([CH3:35])[CH3:34])=[O:31])[CH2:27][CH2:26]5)(=[O:10])=[O:9])[CH:5]=[CH:6][CH:7]=1. (4) Given the reactants [Li]CCCC.Br[C:7]1[CH:12]=[CH:11][C:10]([CH2:13][CH2:14][O:15][Si:16]([C:19]([CH3:22])([CH3:21])[CH3:20])([CH3:18])[CH3:17])=[CH:9][N:8]=1.CN([CH:26]=[O:27])C.[BH4-].[Na+], predict the reaction product. The product is: [Si:16]([O:15][CH2:14][CH2:13][C:10]1[CH:11]=[CH:12][C:7]([CH2:26][OH:27])=[N:8][CH:9]=1)([C:19]([CH3:22])([CH3:21])[CH3:20])([CH3:18])[CH3:17].